This data is from NCI-60 drug combinations with 297,098 pairs across 59 cell lines. The task is: Regression. Given two drug SMILES strings and cell line genomic features, predict the synergy score measuring deviation from expected non-interaction effect. (1) Drug 1: C1=CC=C(C=C1)NC(=O)CCCCCCC(=O)NO. Drug 2: C1CN(CCN1C(=O)CCBr)C(=O)CCBr. Cell line: SK-MEL-5. Synergy scores: CSS=38.9, Synergy_ZIP=1.00, Synergy_Bliss=7.35, Synergy_Loewe=0.522, Synergy_HSA=6.81. (2) Drug 1: COC1=NC(=NC2=C1N=CN2C3C(C(C(O3)CO)O)O)N. Drug 2: CNC(=O)C1=NC=CC(=C1)OC2=CC=C(C=C2)NC(=O)NC3=CC(=C(C=C3)Cl)C(F)(F)F. Cell line: RPMI-8226. Synergy scores: CSS=5.77, Synergy_ZIP=2.84, Synergy_Bliss=7.78, Synergy_Loewe=2.71, Synergy_HSA=3.33.